This data is from Forward reaction prediction with 1.9M reactions from USPTO patents (1976-2016). The task is: Predict the product of the given reaction. (1) Given the reactants C[O:2][C:3](=O)[C:4]1[C:9]([Br:10])=[CH:8][CH:7]=[C:6]([N+:11]([O-:13])=[O:12])[C:5]=1[CH2:14]Br.[OH-].[NH4+:18], predict the reaction product. The product is: [Br:10][C:9]1[CH:8]=[CH:7][C:6]([N+:11]([O-:13])=[O:12])=[C:5]2[C:4]=1[C:3](=[O:2])[NH:18][CH2:14]2. (2) Given the reactants Br[C:2]1[CH:7]=[CH:6][C:5]([C@@H:8]([N:10]2[CH2:15][CH2:14][C:13]([C:19]3[CH:24]=[CH:23][C:22]([F:25])=[CH:21][CH:20]=3)([CH2:16][CH2:17][OH:18])[O:12][C:11]2=[O:26])[CH3:9])=[CH:4][CH:3]=1.[F:27][C:28]1[CH:33]=[CH:32][C:31](B(O)O)=[CH:30][CH:29]=1, predict the reaction product. The product is: [F:27][C:28]1[CH:33]=[CH:32][C:31]([C:2]2[CH:7]=[CH:6][C:5]([C@@H:8]([N:10]3[CH2:15][CH2:14][C:13]([C:19]4[CH:20]=[CH:21][C:22]([F:25])=[CH:23][CH:24]=4)([CH2:16][CH2:17][OH:18])[O:12][C:11]3=[O:26])[CH3:9])=[CH:4][CH:3]=2)=[CH:30][CH:29]=1. (3) Given the reactants [Si:1]([O:18][CH2:19][C:20]1[CH:25]=[C:24]([C:26]([F:29])([F:28])[F:27])[N:23]=[C:22]([O:30][CH:31]2[CH2:36][CH2:35][N:34](C(OC(C)(C)C)=O)[CH2:33][CH2:32]2)[CH:21]=1)([C:14]([CH3:17])([CH3:16])[CH3:15])([C:8]1[CH:13]=[CH:12][CH:11]=[CH:10][CH:9]=1)[C:2]1[CH:7]=[CH:6][CH:5]=[CH:4][CH:3]=1.Cl, predict the reaction product. The product is: [Si:1]([O:18][CH2:19][C:20]1[CH:25]=[C:24]([C:26]([F:29])([F:28])[F:27])[N:23]=[C:22]([O:30][CH:31]2[CH2:32][CH2:33][NH:34][CH2:35][CH2:36]2)[CH:21]=1)([C:14]([CH3:16])([CH3:15])[CH3:17])([C:2]1[CH:7]=[CH:6][CH:5]=[CH:4][CH:3]=1)[C:8]1[CH:13]=[CH:12][CH:11]=[CH:10][CH:9]=1. (4) Given the reactants C(O[C:4](=[O:14])[CH2:5][C:6](=[O:13])[C:7]1[CH:12]=[CH:11][CH:10]=[CH:9][CH:8]=1)C.[CH3:15][NH:16][C:17]1[C:30]2[C:29](=O)[C:28]3[C:23](=[CH:24][CH:25]=[CH:26][CH:27]=3)[C:22](=[O:32])[C:21]=2[C:20]([Br:33])=[CH:19][CH:18]=1, predict the reaction product. The product is: [C:6]([C:5]1[C:4](=[O:14])[N:16]([CH3:15])[C:17]2[CH:18]=[CH:19][C:20]([Br:33])=[C:21]3[C:22](=[O:32])[C:23]4[CH:24]=[CH:25][CH:26]=[CH:27][C:28]=4[C:29]=1[C:30]=23)(=[O:13])[C:7]1[CH:8]=[CH:9][CH:10]=[CH:11][CH:12]=1. (5) Given the reactants [F:1][C:2]1[CH:7]=[CH:6][C:5]([C:8]2[C@H:13]([O:14]C(=O)C(C)(C)C)[CH2:12][N:11]([C:21]([O:23][C:24]([CH3:27])([CH3:26])[CH3:25])=[O:22])[CH2:10][CH:9]=2)=[CH:4][CH:3]=1.O.[OH-].[Li+], predict the reaction product. The product is: [F:1][C:2]1[CH:3]=[CH:4][C:5]([C:8]2[C@H:13]([OH:14])[CH2:12][N:11]([C:21]([O:23][C:24]([CH3:27])([CH3:26])[CH3:25])=[O:22])[CH2:10][CH:9]=2)=[CH:6][CH:7]=1. (6) The product is: [CH3:42][Si:41]([CH3:44])([CH3:43])[CH2:40][CH2:39][O:38][CH2:37][N:10]1[C:11]2=[N:12][CH:13]=[CH:14][N:15]=[C:16]2[C:8]([C:6]([NH2:5])=[O:7])=[CH:9]1. Given the reactants C([NH:5][C:6]([C:8]1[C:16]2[C:11](=[N:12][CH:13]=[C:14](C3C4C(=CC=C(OC(F)F)C=4)N(CC4OCCNC4)N=3)[N:15]=2)[N:10]([CH2:37][O:38][CH2:39][CH2:40][Si:41]([CH3:44])([CH3:43])[CH3:42])[CH:9]=1)=[O:7])(C)(C)C.C=O.C(O[BH-](OC(=O)C)OC(=O)C)(=O)C.[Na+], predict the reaction product. (7) Given the reactants [F:1][C:2]1[CH:3]=[CH:4][C:5]2[S:9][C:8]([CH2:10][N:11]3[C:20](=[O:21])[C:19]4[N:18]([CH2:22][C:23]#[C:24][CH3:25])[C:17]([N:26]5[CH2:31][CH2:30][CH2:29][C@@H:28]([NH2:32])[CH2:27]5)=[N:16][C:15]=4[N:14]([CH3:33])[C:12]3=[O:13])=[N:7][C:6]=2[CH:34]=1.[ClH:35], predict the reaction product. The product is: [ClH:35].[F:1][C:2]1[CH:3]=[CH:4][C:5]2[S:9][C:8]([CH2:10][N:11]3[C:20](=[O:21])[C:19]4[N:18]([CH2:22][C:23]#[C:24][CH3:25])[C:17]([N:26]5[CH2:31][CH2:30][CH2:29][C@@H:28]([NH2:32])[CH2:27]5)=[N:16][C:15]=4[N:14]([CH3:33])[C:12]3=[O:13])=[N:7][C:6]=2[CH:34]=1. (8) Given the reactants [Br:1][C:2]1[CH:10]=[C:9]2[C:5]([CH:6]=[CH:7][NH:8]2)=[CH:4][C:3]=1[F:11].ClS([N:16]=[C:17]=O)(=O)=O, predict the reaction product. The product is: [Br:1][C:2]1[CH:10]=[C:9]2[C:5]([C:6]([C:17]#[N:16])=[CH:7][NH:8]2)=[CH:4][C:3]=1[F:11].